Predict the product of the given reaction. From a dataset of Forward reaction prediction with 1.9M reactions from USPTO patents (1976-2016). (1) The product is: [C:6]([C:10]1[CH:15]=[CH:14][C:13]([CH:16]2[CH2:18][CH:17]2[C:19]([OH:21])=[O:20])=[CH:12][C:11]=1[Cl:24])([CH3:9])([CH3:7])[CH3:8]. Given the reactants O1CCCC1.[C:6]([C:10]1[CH:15]=[CH:14][C:13]([CH:16]2[CH2:18][CH:17]2[C:19]([O:21]CC)=[O:20])=[CH:12][C:11]=1[Cl:24])([CH3:9])([CH3:8])[CH3:7].[OH-].[Na+].Cl, predict the reaction product. (2) Given the reactants [CH3:1][O:2][C:3]1[CH:8]=[CH:7][CH:6]=[CH:5][C:4]=1[C:9]1[C:14]([N+:15]([O-])=O)=[CH:13][C:12]([C:18]2[CH:23]=[CH:22][CH:21]=[CH:20][C:19]=2[O:24][CH3:25])=[CH:11][N:10]=1.O.O.[Sn](Cl)Cl, predict the reaction product. The product is: [CH3:1][O:2][C:3]1[CH:8]=[CH:7][CH:6]=[CH:5][C:4]=1[C:9]1[C:14]([NH2:15])=[CH:13][C:12]([C:18]2[CH:23]=[CH:22][CH:21]=[CH:20][C:19]=2[O:24][CH3:25])=[CH:11][N:10]=1. (3) Given the reactants Cl.[NH2:2][CH2:3][C:4]1[CH:9]=[CH:8][C:7]([O:10][S:11]([C:14]([F:17])([F:16])[F:15])(=[O:13])=[O:12])=[C:6]([O:18][C:19]([F:22])([F:21])[F:20])[CH:5]=1.[C:23]([O:27][C:28](O[C:28]([O:27][C:23]([CH3:26])([CH3:25])[CH3:24])=[O:29])=[O:29])([CH3:26])([CH3:25])[CH3:24].C(N(CC)CC)C, predict the reaction product. The product is: [C:23]([O:27][C:28]([NH:2][CH2:3][C:4]1[CH:9]=[CH:8][C:7]([O:10][S:11]([C:14]([F:15])([F:16])[F:17])(=[O:12])=[O:13])=[C:6]([O:18][C:19]([F:22])([F:20])[F:21])[CH:5]=1)=[O:29])([CH3:26])([CH3:25])[CH3:24]. (4) Given the reactants [Cl:1][C:2]1[CH:3]=[C:4]([NH:9][C:10]2[C:19]3[C:14](=[CH:15][C:16]([O:22][CH2:23][C:24]4[N:25]=[C:26]([CH:29]5[CH2:34][CH2:33][NH:32][CH2:31][CH2:30]5)[S:27][CH:28]=4)=[C:17]([O:20][CH3:21])[CH:18]=3)[N:13]=[CH:12][N:11]=2)[CH:5]=[CH:6][C:7]=1[Cl:8].[CH2:35]=O, predict the reaction product. The product is: [ClH:1].[Cl:1][C:2]1[CH:3]=[C:4]([NH:9][C:10]2[C:19]3[C:14](=[CH:15][C:16]([O:22][CH2:23][C:24]4[N:25]=[C:26]([CH:29]5[CH2:34][CH2:33][N:32]([CH3:35])[CH2:31][CH2:30]5)[S:27][CH:28]=4)=[C:17]([O:20][CH3:21])[CH:18]=3)[N:13]=[CH:12][N:11]=2)[CH:5]=[CH:6][C:7]=1[Cl:8]. (5) Given the reactants C(=O)([O-])[O-].[K+].[K+].Br[CH2:8][CH2:9][CH2:10][OH:11].[Br:12][C:13]1[CH:18]=[CH:17][C:16]([OH:19])=[CH:15][CH:14]=1.[Cl-].[NH4+], predict the reaction product. The product is: [Br:12][C:13]1[CH:18]=[CH:17][C:16]([O:19][CH2:8][CH2:9][CH2:10][OH:11])=[CH:15][CH:14]=1. (6) Given the reactants Cl[C:2]1[N:7]=[C:6]([NH:8][C:9]2[CH:10]=[CH:11][C:12]([C@H:20]3[CH2:25][CH2:24][C@H:23]([OH:26])[CH2:22][CH2:21]3)=[C:13]3[C:17]=2[C:16](=[O:18])[N:15]([CH3:19])[CH2:14]3)[C:5]([C:27]([F:30])([F:29])[F:28])=[CH:4][N:3]=1.[CH2:31]([O:33][P:34]([CH2:39][C:40]1[CH:41]=[N:42][C:43]([NH2:48])=[C:44]([O:46][CH3:47])[CH:45]=1)(=[O:38])[O:35][CH2:36][CH3:37])[CH3:32].CC1(C)C2C(=C(P(C3C=CC=CC=3)C3C=CC=CC=3)C=CC=2)OC2C(P(C3C=CC=CC=3)C3C=CC=CC=3)=CC=CC1=2.C([O-])([O-])=O.[Cs+].[Cs+], predict the reaction product. The product is: [CH2:31]([O:33][P:34]([CH2:39][C:40]1[CH:41]=[N:42][C:43]([NH:48][C:2]2[N:7]=[C:6]([NH:8][C:9]3[CH:10]=[CH:11][C:12]([C@H:20]4[CH2:25][CH2:24][C@H:23]([OH:26])[CH2:22][CH2:21]4)=[C:13]4[C:17]=3[C:16](=[O:18])[N:15]([CH3:19])[CH2:14]4)[C:5]([C:27]([F:30])([F:29])[F:28])=[CH:4][N:3]=2)=[C:44]([O:46][CH3:47])[CH:45]=1)(=[O:38])[O:35][CH2:36][CH3:37])[CH3:32]. (7) The product is: [CH2:1]([C:6]1[C:10]2[CH:11]=[CH:12][CH:13]=[CH:14][C:9]=2[O:8][C:7]=1[C:15]1[CH:16]=[C:17]2[C:22](=[CH:23][CH:24]=1)[CH:21]=[C:20]([O:25][CH2:26][C:27]1[NH:31][N:30]=[N:29][N:28]=1)[CH:19]=[CH:18]2)[CH2:2][CH2:3][CH2:4][CH3:5]. Given the reactants [CH2:1]([C:6]1[C:10]2[CH:11]=[CH:12][CH:13]=[CH:14][C:9]=2[O:8][C:7]=1[C:15]1[CH:16]=[C:17]2[C:22](=[CH:23][CH:24]=1)[CH:21]=[C:20]([O:25][CH2:26][C:27]#[N:28])[CH:19]=[CH:18]2)[CH2:2][CH2:3][CH2:4][CH3:5].[N-:29]=[N+:30]=[N-:31].[Na+].[Cl-].[NH4+], predict the reaction product.